The task is: Binary Classification. Given a miRNA mature sequence and a target amino acid sequence, predict their likelihood of interaction.. This data is from Experimentally validated miRNA-target interactions with 360,000+ pairs, plus equal number of negative samples. (1) The miRNA is hsa-miR-3137 with sequence UCUGUAGCCUGGGAGCAAUGGGGU. The protein sequence of the target gene is MGSQSSKAPRGDVTAEEAAGASPAKANGQENGHVRSNGDLTPKGEGESPPVNGTDEAAGATGDAIEPAPPSQEAEAKGEVAPKETPKKKKKFSFKKPFKLSGLSFKRNRKEGGGDSSASSPTEEEQEQGEMSACSDEGTAQEGKAAATPESQEPQAKGAEASAASKEGDTEEEAGPQAAEPSTPSGPESGPTPASAEQNE. Result: 0 (no interaction). (2) The miRNA is hsa-miR-1245b-5p with sequence UAGGCCUUUAGAUCACUUAAA. The protein sequence of the target gene is MAETEERSLDNFFAKRDKKKKKERSNRAASAAGAAGSAGGSSGAAGAAGGGAGAGTRPGDGGTASAGAAGPGAATKAVTKDEDEWKELEQKEVDYSGLRVQAMQISSEKEEDDNEKRQDPGDNWEEGGGGGGGMEKSSGPWNKTAPVQAPPAPVIVTETPEPAMTSGVYRPPGARLTTTRKTPQGPPEIYSDTQFPSLQSTAKHVESRKDKEMEKSFEVVRHKNRGRDEVSKNQALKLQLDNQYAVLENQKSSHSQYN. Result: 1 (interaction).